Dataset: Forward reaction prediction with 1.9M reactions from USPTO patents (1976-2016). Task: Predict the product of the given reaction. (1) Given the reactants Br[C:2]1[CH:7]=[CH:6][C:5]([CH2:8][OH:9])=[C:4]([CH3:10])[CH:3]=1.[F:11][C:12]([F:23])([F:22])[C:13]1[CH:18]=[CH:17][C:16](B(O)O)=[CH:15][CH:14]=1, predict the reaction product. The product is: [CH3:10][C:4]1[CH:3]=[C:2]([C:16]2[CH:17]=[CH:18][C:13]([C:12]([F:23])([F:22])[F:11])=[CH:14][CH:15]=2)[CH:7]=[CH:6][C:5]=1[CH2:8][OH:9]. (2) Given the reactants [CH:1]1([N:6]2[CH2:12][C:11](F)([F:13])[C:10](=[O:15])[N:9]([CH3:16])[C:8]3[CH:17]=[N:18][C:19]([NH:21][C:22]4[CH:37]=[CH:36][C:25]([C:26]([NH:28][CH:29]5[CH2:34][CH2:33][N:32]([CH3:35])[CH2:31][CH2:30]5)=[O:27])=[CH:24][C:23]=4[O:38][CH3:39])=[N:20][C:7]2=3)[CH2:5][CH2:4][CH2:3][CH2:2]1.FC(C([O-])=O)CN, predict the reaction product. The product is: [CH:1]1([N:6]2[CH2:12][CH:11]([F:13])[C:10](=[O:15])[N:9]([CH3:16])[C:8]3[CH:17]=[N:18][C:19]([NH:21][C:22]4[CH:37]=[CH:36][C:25]([C:26]([NH:28][CH:29]5[CH2:34][CH2:33][N:32]([CH3:35])[CH2:31][CH2:30]5)=[O:27])=[CH:24][C:23]=4[O:38][CH3:39])=[N:20][C:7]2=3)[CH2:2][CH2:3][CH2:4][CH2:5]1. (3) Given the reactants C(=O)(O)[O-].[Na+].Cl.[NH2:7][CH2:8][C:9]#[N:10].[Cl:11][C:12]1[CH:17]=[CH:16][C:15]([C:18](=[O:23])[CH2:19][C:20](=O)[CH3:21])=[CH:14][CH:13]=1.C1(C)C=CC=CC=1, predict the reaction product. The product is: [Cl:11][C:12]1[CH:13]=[CH:14][C:15]([C:18](=[O:23])[CH:19]=[C:20]([NH:10][CH2:9][C:8]#[N:7])[CH3:21])=[CH:16][CH:17]=1.